This data is from Forward reaction prediction with 1.9M reactions from USPTO patents (1976-2016). The task is: Predict the product of the given reaction. Given the reactants [CH2:1]([O:3][C:4](=[O:18])[C:5]1[CH:10]=[C:9](C)[C:8]([N+:12]([O-:14])=[O:13])=[CH:7][C:6]=1[N+:15]([O-:17])=[O:16])[CH3:2].COC(N(C)C)OC, predict the reaction product. The product is: [CH2:1]([O:3][C:4](=[O:18])[C:5]1[CH:10]=[CH:9][C:8]([N+:12]([O-:14])=[O:13])=[CH:7][C:6]=1[N+:15]([O-:17])=[O:16])[CH3:2].